From a dataset of NCI-60 drug combinations with 297,098 pairs across 59 cell lines. Regression. Given two drug SMILES strings and cell line genomic features, predict the synergy score measuring deviation from expected non-interaction effect. (1) Drug 1: CC1C(C(CC(O1)OC2CC(CC3=C2C(=C4C(=C3O)C(=O)C5=C(C4=O)C(=CC=C5)OC)O)(C(=O)C)O)N)O.Cl. Drug 2: CN(CCCl)CCCl.Cl. Cell line: U251. Synergy scores: CSS=48.9, Synergy_ZIP=-6.49, Synergy_Bliss=-2.27, Synergy_Loewe=-19.0, Synergy_HSA=-0.614. (2) Drug 1: CC1=C(C=C(C=C1)C(=O)NC2=CC(=CC(=C2)C(F)(F)F)N3C=C(N=C3)C)NC4=NC=CC(=N4)C5=CN=CC=C5. Drug 2: C#CCC(CC1=CN=C2C(=N1)C(=NC(=N2)N)N)C3=CC=C(C=C3)C(=O)NC(CCC(=O)O)C(=O)O. Cell line: LOX IMVI. Synergy scores: CSS=55.4, Synergy_ZIP=4.51, Synergy_Bliss=-0.349, Synergy_Loewe=-2.03, Synergy_HSA=-0.490.